From a dataset of Catalyst prediction with 721,799 reactions and 888 catalyst types from USPTO. Predict which catalyst facilitates the given reaction. (1) Reactant: [OH-].[Na+:2].[CH:3]1[C:8]([Cl:9])=[C:7]([S:10]([NH2:13])(=[O:12])=[O:11])[CH:6]=[C:5]2[S:14]([NH:17][CH:18]=[N:19][C:4]=12)(=[O:16])=[O:15]. Product: [CH:3]1[C:8]([Cl:9])=[C:7]([S:10]([NH2:13])(=[O:11])=[O:12])[CH:6]=[C:5]2[S:14]([N-:17][CH:18]=[N:19][C:4]=12)(=[O:16])=[O:15].[Na+:2]. The catalyst class is: 8. (2) Reactant: C([O:8][C:9](=[O:20])[C:10]1[CH:15]=[C:14]([CH3:16])[C:13]([OH:17])=[C:12]([CH2:18][CH3:19])[CH:11]=1)C1C=CC=CC=1.N1C=CC=CC=1.[F:27][C:28]([F:41])([F:40])[S:29](O[S:29]([C:28]([F:41])([F:40])[F:27])(=[O:31])=[O:30])(=[O:31])=[O:30]. Product: [CH2:18]([C:12]1[CH:11]=[C:10]([CH:15]=[C:14]([CH3:16])[C:13]=1[O:17][S:29]([C:28]([F:41])([F:40])[F:27])(=[O:31])=[O:30])[C:9]([OH:8])=[O:20])[CH3:19]. The catalyst class is: 2. (3) Reactant: [Cl:1][C:2]1[C:3]([F:40])=[C:4]([C@@H:8]2[C@:12]([C:15]3[CH:20]=[CH:19][C:18]([Cl:21])=[CH:17][C:16]=3[F:22])([C:13]#[N:14])[C@H:11]([CH2:23][C:24]([CH3:27])([CH3:26])[CH3:25])[NH:10][C@H:9]2[C:28]([NH:30][C:31]2[CH:39]=[CH:38][C:34]([C:35](O)=[O:36])=[CH:33][CH:32]=2)=[O:29])[CH:5]=[CH:6][CH:7]=1.NO.Cl.CCN=C=NCCCN(C)C.C1C=CC2[N:63]([OH:64])N=NC=2C=1.CCN(CC)CC. Product: [OH:64][NH:63][C:35]([C:34]1[CH:38]=[CH:39][C:31]([NH:30][C:28]([CH:9]2[CH:8]([C:4]3[CH:5]=[CH:6][CH:7]=[C:2]([Cl:1])[C:3]=3[F:40])[C:12]([C:15]3[CH:20]=[CH:19][C:18]([Cl:21])=[CH:17][C:16]=3[F:22])([C:13]#[N:14])[CH:11]([CH2:23][C:24]([CH3:25])([CH3:27])[CH3:26])[NH:10]2)=[O:29])=[CH:32][CH:33]=1)=[O:36]. The catalyst class is: 9. (4) Reactant: [NH2:1][CH:2]([CH2:22][C:23]1[CH:28]=[CH:27][CH:26]=[CH:25][CH:24]=1)[CH2:3][N:4]1[C:13]2[C:8]([C:9](=[O:15])[NH:10][C:11](=[O:14])[N:12]=2)=[N:7][C:6]2[CH:16]=[C:17]([CH3:21])[C:18]([CH3:20])=[CH:19][C:5]1=2.[CH:29](=O)[C:30]1[CH:35]=[CH:34][CH:33]=[CH:32][CH:31]=1.[BH3-]C#N.[Na+]. Product: [CH2:29]([NH:1][CH:2]([CH2:22][C:23]1[CH:24]=[CH:25][CH:26]=[CH:27][CH:28]=1)[CH2:3][N:4]1[C:13]2[C:8]([C:9](=[O:15])[NH:10][C:11](=[O:14])[N:12]=2)=[N:7][C:6]2[CH:16]=[C:17]([CH3:21])[C:18]([CH3:20])=[CH:19][C:5]1=2)[C:30]1[CH:35]=[CH:34][CH:33]=[CH:32][CH:31]=1. The catalyst class is: 467. (5) Reactant: [F:1][C:2]1[CH:37]=[C:36]([NH:38][C:39]([NH:41][C:42](=[O:51])[CH2:43][C:44]2[CH:49]=[CH:48][C:47]([F:50])=[CH:46][CH:45]=2)=[S:40])[CH:35]=[CH:34][C:3]=1[O:4][C:5]1[CH:10]=[CH:9][N:8]=[C:7]2[CH:11]=[C:12]([C:14]3[N:19]=[CH:18][C:17]([CH2:20][CH2:21][N:22]([CH2:30][CH2:31][O:32][CH3:33])C(=O)OC(C)(C)C)=[CH:16][CH:15]=3)[S:13][C:6]=12.Cl. The catalyst class is: 15. Product: [F:1][C:2]1[CH:37]=[C:36]([NH:38][C:39]([NH:41][C:42](=[O:51])[CH2:43][C:44]2[CH:45]=[CH:46][C:47]([F:50])=[CH:48][CH:49]=2)=[S:40])[CH:35]=[CH:34][C:3]=1[O:4][C:5]1[CH:10]=[CH:9][N:8]=[C:7]2[CH:11]=[C:12]([C:14]3[CH:15]=[CH:16][C:17]([CH2:20][CH2:21][NH:22][CH2:30][CH2:31][O:32][CH3:33])=[CH:18][N:19]=3)[S:13][C:6]=12. (6) Reactant: [C:1]([S:9][C@H:10]1[CH2:14][CH2:13][N:12](C(OC(C)(C)C)=O)[CH2:11]1)(=[O:8])[C:2]1[CH:7]=[CH:6][CH:5]=[CH:4][CH:3]=1.[F:22][C:23]([F:28])([F:27])[C:24]([OH:26])=[O:25]. Product: [F:22][C:23]([F:28])([F:27])[C:24]([OH:26])=[O:25].[C:1]([S:9][C@H:10]1[CH2:14][CH2:13][NH:12][CH2:11]1)(=[O:8])[C:2]1[CH:3]=[CH:4][CH:5]=[CH:6][CH:7]=1. The catalyst class is: 520. (7) Reactant: [C:1]1([Si:7]([C:10]2[CH:15]=[CH:14][CH:13]=[CH:12][CH:11]=2)([OH:9])[OH:8])[CH:6]=[CH:5][CH:4]=[CH:3][CH:2]=1.[C:16]1([Si:22]([O:27][CH3:28])([O:25][CH3:26])OC)[CH:21]=[CH:20][CH:19]=[CH:18][CH:17]=1. Product: [CH3:28][O:27][Si:22]([O:25][CH3:26])([C:16]1[CH:17]=[CH:18][CH:19]=[CH:20][CH:21]=1)[O:8][Si:7]([C:10]1[CH:15]=[CH:14][CH:13]=[CH:12][CH:11]=1)([C:1]1[CH:2]=[CH:3][CH:4]=[CH:5][CH:6]=1)[O:9][Si:22]([O:25][CH3:26])([O:27][CH3:28])[C:16]1[CH:21]=[CH:20][CH:19]=[CH:18][CH:17]=1. The catalyst class is: 7. (8) Reactant: [CH2:1]([NH:5][C:6]1[N:14]=[C:13]2[C:9]([N:10]=[C:11]([O:22]C)[N:12]2[CH2:15][CH:16]2[CH2:21][CH2:20][O:19][CH2:18][CH2:17]2)=[C:8]([NH2:24])[N:7]=1)[CH2:2][CH2:3][CH3:4].Cl.[OH-].[Na+]. Product: [NH2:24][C:8]1[N:7]=[C:6]([NH:5][CH2:1][CH2:2][CH2:3][CH3:4])[N:14]=[C:13]2[C:9]=1[NH:10][C:11](=[O:22])[N:12]2[CH2:15][CH:16]1[CH2:17][CH2:18][O:19][CH2:20][CH2:21]1. The catalyst class is: 71. (9) Reactant: [Cl:1][C:2]1[CH:3]=[C:4]2[C:8](=[CH:9][CH:10]=1)[N:7]([C:11]1[N:15]([CH3:16])[N:14]=[C:13]([CH3:17])[C:12]=1/[CH:18]=[CH:19]/[C:20]([NH:22][S:23]([N:26]1[CH2:35][CH2:34][C:29]3(OCC[O:30]3)[CH2:28][CH2:27]1)(=[O:25])=[O:24])=[O:21])[CH:6]=[CH:5]2.Cl.O. Product: [Cl:1][C:2]1[CH:3]=[C:4]2[C:8](=[CH:9][CH:10]=1)[N:7]([C:11]1[N:15]([CH3:16])[N:14]=[C:13]([CH3:17])[C:12]=1/[CH:18]=[CH:19]/[C:20]([NH:22][S:23]([N:26]1[CH2:27][CH2:28][C:29](=[O:30])[CH2:34][CH2:35]1)(=[O:25])=[O:24])=[O:21])[CH:6]=[CH:5]2. The catalyst class is: 7. (10) Reactant: [CH3:1][O:2][C:3](=[O:29])[CH2:4][CH2:5][C@H:6]([C@@H:8]1[C@:25]2([CH3:26])[C@H:11]([C@H:12]3[C@H:22]([CH2:23][CH2:24]2)[C@:20]2([CH3:21])[C@@H:15]([CH2:16][C@H:17]([OH:27])[CH2:18][CH2:19]2)[CH2:14][C@H:13]3[OH:28])[CH2:10][CH2:9]1)[CH3:7].[Cr](Cl)([O-])(=O)=O.[NH+]1C=CC=CC=1.CCOCC. Product: [CH3:1][O:2][C:3](=[O:29])[CH2:4][CH2:5][C@H:6]([C@@H:8]1[C@:25]2([CH3:26])[C@H:11]([C@H:12]3[C@H:22]([CH2:23][CH2:24]2)[C@:20]2([CH3:21])[C@@H:15]([CH2:16][C@H:17]([OH:27])[CH2:18][CH2:19]2)[CH2:14][C:13]3=[O:28])[CH2:10][CH2:9]1)[CH3:7]. The catalyst class is: 22.